This data is from Forward reaction prediction with 1.9M reactions from USPTO patents (1976-2016). The task is: Predict the product of the given reaction. Given the reactants [Br:1][CH2:2][C:3](=[CH2:32])[C:4]([N:6]([CH:18]([CH2:28][CH:29]([CH3:31])[CH3:30])[C:19]([NH:21][CH2:22][C:23]([O:25][CH2:26][CH3:27])=[O:24])=[O:20])CC1C=CC(OC)=CC=1OC)=[O:5].FC(F)(F)C(O)=O.C(=O)([O-])[O-].[Na+].[Na+], predict the reaction product. The product is: [Br:1][CH2:2][C:3](=[CH2:32])[C:4]([NH:6][CH:18]([CH2:28][CH:29]([CH3:31])[CH3:30])[C:19]([NH:21][CH2:22][C:23]([O:25][CH2:26][CH3:27])=[O:24])=[O:20])=[O:5].